This data is from Catalyst prediction with 721,799 reactions and 888 catalyst types from USPTO. The task is: Predict which catalyst facilitates the given reaction. Reactant: [N+:1]([C:4]1[CH:8]=[CH:7][NH:6][N:5]=1)([O-:3])=[O:2].C(=O)([O-])[O-].[K+].[K+].[CH3:15][CH:16]1[CH2:18][O:17]1. Product: [N+:1]([C:4]1[CH:8]=[CH:7][N:6]([CH2:15][CH:16]([OH:17])[CH3:18])[N:5]=1)([O-:3])=[O:2]. The catalyst class is: 35.